Dataset: Full USPTO retrosynthesis dataset with 1.9M reactions from patents (1976-2016). Task: Predict the reactants needed to synthesize the given product. (1) Given the product [N:1]1([CH:12]([NH:26][C:24](=[O:25])[CH2:23][C:20]2[CH:21]=[CH:22][C:17]([F:16])=[CH:18][CH:19]=2)[C:11]([CH3:15])([CH3:14])[CH3:10])[C:5]2[CH:6]=[CH:7][CH:8]=[CH:9][C:4]=2[N:3]=[N:2]1, predict the reactants needed to synthesize it. The reactants are: [NH:1]1[C:5]2[CH:6]=[CH:7][CH:8]=[CH:9][C:4]=2[N:3]=[N:2]1.[CH3:10][C:11]([CH3:15])([CH3:14])[CH:12]=O.[F:16][C:17]1[CH:22]=[CH:21][C:20]([CH2:23][C:24]([NH2:26])=[O:25])=[CH:19][CH:18]=1. (2) The reactants are: [C:1]([O:5][C:6]([N:8]1[CH2:15][CH:14]2[CH:10]([CH2:11][NH:12][CH2:13]2)[CH2:9]1)=[O:7])([CH3:4])([CH3:3])[CH3:2].Br[C:17]1[CH:22]=[CH:21][C:20]([Br:23])=[CH:19][N:18]=1.C1(P(C2C=CC=CC=2)C2C=CC3C(=CC=CC=3)C=2C2C3C(=CC=CC=3)C=CC=2P(C2C=CC=CC=2)C2C=CC=CC=2)C=CC=CC=1.CC([O-])(C)C.[Na+]. Given the product [C:1]([O:5][C:6]([N:8]1[CH2:9][CH:10]2[CH:14]([CH2:13][N:12]([C:17]3[CH:22]=[CH:21][C:20]([Br:23])=[CH:19][N:18]=3)[CH2:11]2)[CH2:15]1)=[O:7])([CH3:4])([CH3:2])[CH3:3], predict the reactants needed to synthesize it. (3) The reactants are: Br[C:2]1[C:3]([CH3:22])=[C:4]([CH:18]=[C:19](I)[CH:20]=1)[C:5]([NH:7][CH2:8][C:9]1[C:10](=[O:17])[NH:11][C:12]([CH3:16])=[CH:13][C:14]=1[CH3:15])=[O:6].[CH3:23][S:24][C:25]1[N:30]=[CH:29][C:28](B2OC(C)(C)C(C)(C)O2)=[CH:27][N:26]=1.[CH3:40][N:41]1[C:45](B2OC(C)(C)C(C)(C)O2)=[C:44]([CH3:55])[CH:43]=[N:42]1. Given the product [CH3:40][N:41]1[C:45]([C:2]2[C:3]([CH3:22])=[C:4]([CH:18]=[C:19]([C:28]3[CH:29]=[N:30][C:25]([S:24][CH3:23])=[N:26][CH:27]=3)[CH:20]=2)[C:5]([NH:7][CH2:8][C:9]2[C:10](=[O:17])[NH:11][C:12]([CH3:16])=[CH:13][C:14]=2[CH3:15])=[O:6])=[C:44]([CH3:55])[CH:43]=[N:42]1, predict the reactants needed to synthesize it. (4) Given the product [NH2:12][C:13]1[C:18]([O:19][CH2:20][CH:21]2[CH2:26][CH2:25][N:24]([C:27]3[N:28]=[C:29]([O:34][CH2:35][C:36]4([C:39]#[N:40])[CH2:38][CH2:37]4)[N:30]=[C:31]([CH:2]([C:1]#[N:5])[C:3]#[N:4])[N:32]=3)[CH2:23][CH2:22]2)=[CH:17][C:16]([C:41]2[N:42]=[CH:43][N:44]([CH3:46])[CH:45]=2)=[CH:15][N:14]=1, predict the reactants needed to synthesize it. The reactants are: [C:1](#[N:5])[CH2:2][C:3]#[N:4].C([O-])([O-])=O.[K+].[K+].[NH2:12][C:13]1[C:18]([O:19][CH2:20][CH:21]2[CH2:26][CH2:25][N:24]([C:27]3[N:32]=[C:31](Cl)[N:30]=[C:29]([O:34][CH2:35][C:36]4([C:39]#[N:40])[CH2:38][CH2:37]4)[N:28]=3)[CH2:23][CH2:22]2)=[CH:17][C:16]([C:41]2[N:42]=[CH:43][N:44]([CH3:46])[CH:45]=2)=[CH:15][N:14]=1. (5) Given the product [OH:10][CH2:9][CH2:8][N:36]1[CH2:35][CH2:34][C:33]2[C:38](=[CH:39][CH:40]=[C:31]([C:28]3[N:27]=[C:26]([C:23]4[CH:24]=[CH:25][C:18]([O:17][CH:15]([CH3:14])[CH3:16])=[C:19]([CH:22]=4)[C:20]#[N:21])[O:30][N:29]=3)[C:32]=2[CH3:41])[CH2:37]1, predict the reactants needed to synthesize it. The reactants are: C(=O)([O-])[O-].[K+].[K+].F[C:8](F)(F)[C:9](O)=[O:10].[CH3:14][CH:15]([O:17][C:18]1[CH:25]=[CH:24][C:23]([C:26]2[O:30][N:29]=[C:28]([C:31]3[C:32]([CH3:41])=[C:33]4[C:38](=[CH:39][CH:40]=3)[CH2:37][NH:36][CH2:35][CH2:34]4)[N:27]=2)=[CH:22][C:19]=1[C:20]#[N:21])[CH3:16].BrCCO. (6) Given the product [C:1]([OH:13])(=[O:12])[CH2:2][C:3]([CH2:8][C:9]([OH:11])=[O:10])([C:5]([OH:7])=[O:6])[OH:4], predict the reactants needed to synthesize it. The reactants are: [C:1]([O-:13])(=[O:12])[CH2:2][C:3]([CH2:8][C:9]([O-:11])=[O:10])([C:5]([O-:7])=[O:6])[OH:4].[Li+].[Li+].[Li+].